From a dataset of Catalyst prediction with 721,799 reactions and 888 catalyst types from USPTO. Predict which catalyst facilitates the given reaction. (1) Reactant: [CH:1]1([N:5]2[CH2:10][CH2:9][C:8]3([CH2:15][CH2:14][N:13]([C:16]4[CH:21]=[CH:20][C:19]([C:22]([N:24]5[CH2:28][CH2:27][CH2:26][CH:25]5[CH3:29])=O)=[CH:18][N:17]=4)[CH2:12][CH2:11]3)[CH2:7][CH2:6]2)[CH2:4][CH2:3][CH2:2]1.[H-].[H-].[H-].[H-].[Li+].[Al+3]. Product: [CH:1]1([N:5]2[CH2:10][CH2:9][C:8]3([CH2:15][CH2:14][N:13]([C:16]4[CH:21]=[CH:20][C:19]([CH2:22][N:24]5[CH2:28][CH2:27][CH2:26][CH:25]5[CH3:29])=[CH:18][N:17]=4)[CH2:12][CH2:11]3)[CH2:7][CH2:6]2)[CH2:4][CH2:3][CH2:2]1. The catalyst class is: 28. (2) Reactant: [CH2:1]([N:4]1[C:13]2[NH:12][C:11](=[O:14])[CH:10]=[CH:9][C:8]=2[CH:7]=[CH:6][C:5]1=[O:15])[CH:2]=[CH2:3].[H-].[Na+].C1C=CC(N([S:25]([C:28]([F:31])([F:30])[F:29])(=[O:27])=[O:26])[S:25]([C:28]([F:31])([F:30])[F:29])(=[O:27])=[O:26])=CC=1.O. Product: [F:29][C:28]([F:31])([F:30])[S:25]([O:14][C:11]1[CH:10]=[CH:9][C:8]2[CH:7]=[CH:6][C:5](=[O:15])[N:4]([CH2:1][CH:2]=[CH2:3])[C:13]=2[N:12]=1)(=[O:27])=[O:26]. The catalyst class is: 3. (3) Reactant: CC(OC(/N=N/C(OC(C)C)=O)=O)C.[N+:15]([C:18]1[CH:19]=[N:20][NH:21][CH:22]=1)([O-:17])=[O:16].[Br:23][CH2:24][CH2:25][CH2:26]O.C1C=CC(P(C2C=CC=CC=2)C2C=CC=CC=2)=CC=1. Product: [Br:23][CH2:24][CH2:25][CH2:26][N:20]1[CH:19]=[C:18]([N+:15]([O-:17])=[O:16])[CH:22]=[N:21]1. The catalyst class is: 1. (4) Reactant: [Br:1]Br.C1(P(C2C=CC=CC=2)C2C=CC=CC=2)C=CC=CC=1.O[CH2:23][CH2:24][C:25]1[S:29][C:28]([C:30]([O:32][CH:33]([CH3:35])[CH3:34])=[O:31])=[CH:27][CH:26]=1.N1C=CC=CC=1. Product: [Br:1][CH2:23][CH2:24][C:25]1[S:29][C:28]([C:30]([O:32][CH:33]([CH3:35])[CH3:34])=[O:31])=[CH:27][CH:26]=1. The catalyst class is: 2. (5) Product: [C:1]([O:5][C:6]([N:8]1[C:16]2[C:11](=[CH:12][CH:13]=[C:14]([CH2:17][N:37]3[CH2:38][CH2:39][N:34]([CH3:33])[CH2:35][CH2:36]3)[CH:15]=2)[CH:10]=[C:9]1[C:19]1[CH:24]=[C:23]([C:25]2[CH:26]=[CH:27][N:28]=[CH:29][CH:30]=2)[N:22]=[N:21][C:20]=1[O:31][CH3:32])=[O:7])([CH3:2])([CH3:3])[CH3:4]. Reactant: [C:1]([O:5][C:6]([N:8]1[C:16]2[C:11](=[CH:12][CH:13]=[C:14]([CH:17]=O)[CH:15]=2)[CH:10]=[C:9]1[C:19]1[CH:24]=[C:23]([C:25]2[CH:30]=[CH:29][N:28]=[CH:27][CH:26]=2)[N:22]=[N:21][C:20]=1[O:31][CH3:32])=[O:7])([CH3:4])([CH3:3])[CH3:2].[CH3:33][N:34]1[CH2:39][CH2:38][NH:37][CH2:36][CH2:35]1.C(O[BH-](OC(=O)C)OC(=O)C)(=O)C.[Na+].C([O-])(O)=O.[Na+].C(=O)=O. The catalyst class is: 411. (6) Reactant: [O:1]1[CH2:3][CH:2]1[CH2:4][O:5][C:6]1[CH:7]=[C:8]([CH:16]=[CH:17][CH:18]=1)[CH2:9][NH:10][CH:11]1[CH2:15][CH2:14][CH2:13][CH2:12]1.[CH3:19][C:20]([O:23][C:24](O[C:24]([O:23][C:20]([CH3:22])([CH3:21])[CH3:19])=[O:25])=[O:25])([CH3:22])[CH3:21]. Product: [CH:11]1([N:10]([CH2:9][C:8]2[CH:16]=[CH:17][CH:18]=[C:6]([O:5][CH2:4][CH:2]3[CH2:3][O:1]3)[CH:7]=2)[C:24](=[O:25])[O:23][C:20]([CH3:22])([CH3:21])[CH3:19])[CH2:15][CH2:14][CH2:13][CH2:12]1. The catalyst class is: 1. (7) Reactant: Cl.CN(C)CCCN=C=NCC.Cl.[CH3:14][C:15]1[O:19][N:18]=[C:17]([C:20]2[CH:21]=[C:22]([CH:25]=[CH:26][CH:27]=2)[CH2:23][NH2:24])[N:16]=1.CN1CCOCC1.ON1C2C=CC=CC=2N=N1.[C:45]([NH:49][S:50]([C:53]1[CH:58]=[CH:57][CH:56]=[CH:55][C:54]=1[C:59]1[CH:64]=[CH:63][C:62]([NH:65][C:66](=[O:70])[C:67](O)=[O:68])=[CH:61][CH:60]=1)(=[O:52])=[O:51])([CH3:48])([CH3:47])[CH3:46]. Product: [C:45]([NH:49][S:50]([C:53]1[CH:58]=[CH:57][CH:56]=[CH:55][C:54]=1[C:59]1[CH:60]=[CH:61][C:62]([NH:65][C:66](=[O:70])[C:67]([NH:24][CH2:23][C:22]2[CH:25]=[CH:26][CH:27]=[C:20]([C:17]3[N:16]=[C:15]([CH3:14])[O:19][N:18]=3)[CH:21]=2)=[O:68])=[CH:63][CH:64]=1)(=[O:52])=[O:51])([CH3:48])([CH3:46])[CH3:47]. The catalyst class is: 3. (8) Reactant: [C:1]([CH2:3][O:4][C:5]1[CH:6]=[C:7]([CH:31]=[C:32]([O:34][CH3:35])[CH:33]=1)[C:8]([NH:10][CH:11]1[CH2:16][CH2:15][N:14]([CH2:17][C:18]2[CH:23]=[C:22]([O:24][CH2:25][CH3:26])[C:21](F)=[C:20]([O:28][CH2:29][CH3:30])[CH:19]=2)[CH2:13][CH2:12]1)=[O:9])#[N:2].C(OC1C=C(C=O)C=C(OCC)C=1[C:50]1[CH:55]=[CH:54][C:53]([F:56])=[CH:52][CH:51]=1)C.C([BH3-])#N.[Na+].C(N(C(C)C)C(C)C)C. Product: [C:1]([CH2:3][O:4][C:5]1[CH:6]=[C:7]([CH:31]=[C:32]([O:34][CH3:35])[CH:33]=1)[C:8]([NH:10][CH:11]1[CH2:12][CH2:13][N:14]([CH2:17][C:18]2[CH:19]=[C:20]([O:28][CH2:29][CH3:30])[C:21]([C:50]3[CH:55]=[CH:54][C:53]([F:56])=[CH:52][CH:51]=3)=[C:22]([O:24][CH2:25][CH3:26])[CH:23]=2)[CH2:15][CH2:16]1)=[O:9])#[N:2]. The catalyst class is: 212. (9) Reactant: [F:1][C:2]1[CH:7]=[CH:6][CH:5]=[CH:4][C:3]=1[C:8]1[CH:9]=[N:10][NH:11][CH:12]=1.CCN(C(C)C)C(C)C.Cl[C:23](Cl)([O:25]C(=O)OC(Cl)(Cl)Cl)Cl.Cl.[NH2:35][CH2:36][C:37]([N:39]1[CH2:44][CH2:43][N:42]([C:45]([C:47]2[CH:48]=[N:49][CH:50]=[CH:51][C:52]=2[C:53]([F:56])([F:55])[F:54])=[O:46])[CH2:41][CH2:40]1)=[O:38].FC(F)(F)C1C(C(O)=O)=CN=CC=1. Product: [O:38]=[C:37]([N:39]1[CH2:44][CH2:43][N:42]([C:45]([C:47]2[CH:48]=[N:49][CH:50]=[CH:51][C:52]=2[C:53]([F:55])([F:54])[F:56])=[O:46])[CH2:41][CH2:40]1)[CH2:36][NH:35][C:23]([N:11]1[CH:12]=[C:8]([C:3]2[CH:4]=[CH:5][CH:6]=[CH:7][C:2]=2[F:1])[CH:9]=[N:10]1)=[O:25]. The catalyst class is: 34. (10) Reactant: [NH2:1][C:2]1[C:7]([O:8][CH3:9])=[C:6]([Cl:10])[CH:5]=[C:4]([F:11])[C:3]=1[N:12]1[C:17](=[O:18])[CH:16]=[C:15]([C:19]([F:22])([F:21])[F:20])[N:14]([CH3:23])[C:13]1=[O:24].[N:25]([O-])=O.[Na+].O.O.Cl[Sn]Cl. Product: [Cl:10][C:6]1[CH:5]=[C:4]([F:11])[C:3]([N:12]2[C:17](=[O:18])[CH:16]=[C:15]([C:19]([F:22])([F:21])[F:20])[N:14]([CH3:23])[C:13]2=[O:24])=[C:2]([NH:1][NH2:25])[C:7]=1[O:8][CH3:9]. The catalyst class is: 33.